From a dataset of Catalyst prediction with 721,799 reactions and 888 catalyst types from USPTO. Predict which catalyst facilitates the given reaction. (1) Reactant: [Cl:1][C:2]1[CH:7]=[CH:6][C:5](/[CH:8]=[CH:9]/[C:10]([OH:12])=O)=[C:4]([CH2:13][N:14]2[N:18]=[N:17][C:16]([CH3:19])=[N:15]2)[CH:3]=1.[CH3:20][C:21]1[N:25]=[C:24]([CH:26]2[CH2:31][CH2:30][CH2:29][CH2:28][NH:27]2)[O:23][N:22]=1.CCN(C(C)C)C(C)C.C(P1(=O)OP(CCC)(=O)OP(CCC)(=O)O1)CC. Product: [Cl:1][C:2]1[CH:7]=[CH:6][C:5](/[CH:8]=[CH:9]/[C:10]([N:27]2[CH2:28][CH2:29][CH2:30][CH2:31][CH:26]2[C:24]2[O:23][N:22]=[C:21]([CH3:20])[N:25]=2)=[O:12])=[C:4]([CH2:13][N:14]2[N:18]=[N:17][C:16]([CH3:19])=[N:15]2)[CH:3]=1. The catalyst class is: 3. (2) Reactant: [CH3:1][C:2]([CH3:10])([C:7](O)=[O:8])[CH2:3][C:4](O)=[O:5].[NH2:11]C(N)=O. Product: [CH3:1][C:2]1([CH3:10])[CH2:3][C:4](=[O:5])[NH:11][C:7]1=[O:8]. The catalyst class is: 6. (3) Reactant: [N:1]12[CH2:8][CH2:7][C:4]([C:9]([C:17]3[CH:22]=[CH:21][CH:20]=[CH:19][CH:18]=3)([C:11]3[CH:16]=[CH:15][CH:14]=[CH:13][CH:12]=3)[OH:10])([CH2:5][CH2:6]1)[CH2:3][CH2:2]2.[Br:23][C:24]1[CH:29]=[C:28]([Br:30])[CH:27]=[CH:26][C:25]=1[O:31][CH2:32][CH2:33]Br. Product: [Br-:23].[Br:23][C:24]1[CH:29]=[C:28]([Br:30])[CH:27]=[CH:26][C:25]=1[O:31][CH2:32][CH2:33][N+:1]12[CH2:6][CH2:5][C:4]([C:9]([OH:10])([C:17]3[CH:22]=[CH:21][CH:20]=[CH:19][CH:18]=3)[C:11]3[CH:12]=[CH:13][CH:14]=[CH:15][CH:16]=3)([CH2:3][CH2:2]1)[CH2:7][CH2:8]2. The catalyst class is: 23. (4) Reactant: [C:1]12[C:10](=[O:11])[O:9][C:7](=[O:8])[C:2]=1[CH2:3][CH2:4][CH2:5][CH2:6]2.[BH4-].[Na+]. Product: [OH:11][CH:10]1[C:1]2[CH2:6][CH2:5][CH2:4][CH2:3][C:2]=2[C:7](=[O:8])[O:9]1. The catalyst class is: 7. (5) Reactant: [Cl:1][C:2]1[C:11]2[N:12]=[C:13]([NH2:19])[N:14]([CH2:15][CH2:16][CH2:17]Cl)[C:10]=2[C:9]2[CH:8]=[CH:7][CH:6]=[CH:5][C:4]=2[N:3]=1.[H-].[Na+]. Product: [Cl:1][C:2]1[C:11]2[N:12]=[C:13]3[NH:19][CH2:17][CH2:16][CH2:15][N:14]3[C:10]=2[C:9]2[C:4](=[CH:5][CH:6]=[CH:7][CH:8]=2)[N:3]=1. The catalyst class is: 80. (6) Reactant: [O:1]1[C:6]2[CH:7]=[CH:8][C:9]([NH:11][C:12]3[CH:17]=[C:16](I)[CH:15]=[CH:14][N:13]=3)=[CH:10][C:5]=2[O:4][CH2:3][CH2:2]1.[F:19][C:20]1[CH:25]=[CH:24][C:23](B(O)O)=[CH:22][CH:21]=1. Product: [O:1]1[C:6]2[CH:7]=[CH:8][C:9]([NH:11][C:12]3[CH:17]=[C:16]([C:23]4[CH:24]=[CH:25][C:20]([F:19])=[CH:21][CH:22]=4)[CH:15]=[CH:14][N:13]=3)=[CH:10][C:5]=2[O:4][CH2:3][CH2:2]1. The catalyst class is: 276. (7) Reactant: [N:1]1[CH:6]=[CH:5][C:4]([C:7]2[CH:12]=[C:11]([C:13]([F:16])([F:15])[F:14])[CH:10]=[CH:9][C:8]=2[OH:17])=[CH:3][N:2]=1.[C:18]([C:20]1[CH:21]=[C:22]([S:27]([N:30]([CH2:36][C:37]2[CH:42]=[CH:41][C:40]([O:43][CH3:44])=[CH:39][C:38]=2[O:45][CH3:46])[C:31]2[S:35][N:34]=[CH:33][N:32]=2)(=[O:29])=[O:28])[CH:23]=[CH:24][C:25]=1F)#[N:19].C(=O)([O-])[O-].[K+].[K+].O. Product: [C:18]([C:20]1[CH:21]=[C:22]([S:27]([N:30]([CH2:36][C:37]2[CH:42]=[CH:41][C:40]([O:43][CH3:44])=[CH:39][C:38]=2[O:45][CH3:46])[C:31]2[S:35][N:34]=[CH:33][N:32]=2)(=[O:29])=[O:28])[CH:23]=[CH:24][C:25]=1[O:17][C:8]1[CH:9]=[CH:10][C:11]([C:13]([F:15])([F:16])[F:14])=[CH:12][C:7]=1[C:4]1[CH:5]=[CH:6][N:1]=[N:2][CH:3]=1)#[N:19]. The catalyst class is: 16. (8) Reactant: [C:1]1([Si:7]([CH3:21])([CH3:20])[CH2:8][CH2:9][CH2:10][CH2:11][CH2:12][CH2:13][C:14]2(Br)[CH2:16][C:15]2(Br)Br)[CH:6]=[CH:5][CH:4]=[CH:3][CH:2]=1.C[Li]. Product: [C:1]1([Si:7]([CH3:21])([CH3:20])[CH2:8][CH2:9][CH2:10][CH2:11][CH2:12][CH2:13][C:14]2[CH2:16][CH:15]=2)[CH:6]=[CH:5][CH:4]=[CH:3][CH:2]=1. The catalyst class is: 28. (9) Reactant: [NH:1]([C:3]([C:5]1[CH:6]=[C:7]2[C:12](=[CH:13][CH:14]=1)[C:11](=[O:15])[N:10]([CH2:16][CH:17]([CH3:19])[CH3:18])[C:9]([CH2:20][NH:21][C:22](=[O:28])[O:23][C:24]([CH3:27])([CH3:26])[CH3:25])=[C:8]2[C:29]1[CH:34]=[CH:33][CH:32]=[CH:31][CH:30]=1)=[O:4])[NH2:2].[C:35](OC)(OC)(OC)[CH3:36].C1CCN2C(=NCCC2)CC1.C(O)(=O)C. Product: [CH2:16]([N:10]1[C:9]([CH2:20][NH:21][C:22](=[O:28])[O:23][C:24]([CH3:27])([CH3:26])[CH3:25])=[C:8]([C:29]2[CH:30]=[CH:31][CH:32]=[CH:33][CH:34]=2)[C:7]2[C:12](=[CH:13][CH:14]=[C:5]([C:3]3[O:4][C:35]([CH3:36])=[N:2][N:1]=3)[CH:6]=2)[C:11]1=[O:15])[CH:17]([CH3:19])[CH3:18]. The catalyst class is: 51. (10) Reactant: [CH3:1][C:2]1[CH:10]=[CH:9][CH:8]=[C:7]2[C:3]=1[CH2:4][C:5](=[O:11])[NH:6]2.[Cl:12]N1C(=O)CCC1=O.FC(F)(F)C(O)=O. Product: [Cl:12][C:10]1[C:2]([CH3:1])=[C:3]2[C:7](=[CH:8][CH:9]=1)[NH:6][C:5](=[O:11])[CH2:4]2. The catalyst class is: 10.